This data is from Catalyst prediction with 721,799 reactions and 888 catalyst types from USPTO. The task is: Predict which catalyst facilitates the given reaction. Reactant: [N+:1]([C:4]1[CH:13]=[CH:12][CH:11]=[C:10]2[C:5]=1[C:6](=O)[NH:7][C:8](=[O:14])[NH:9]2)([O-:3])=[O:2].[C:16]([O-:19])([O-])=O.[K+].[K+].[CH3:22]I. Product: [N+:1]([C:4]1[CH:13]=[CH:12][CH:11]=[C:10]2[C:5]=1[C:16](=[O:19])[N:7]([CH3:6])[C:8](=[O:14])[N:9]2[CH3:22])([O-:3])=[O:2]. The catalyst class is: 18.